This data is from Reaction yield outcomes from USPTO patents with 853,638 reactions. The task is: Predict the reaction yield, written as a fraction of the theoretical maximum amount of product (1.0 means a 100% yield; for example, 0.34 means a 34% yield). (1) The yield is 0.650. The reactants are [CH2:1]([O:8][C:9](=[O:27])[C@@H:10]([C:23]([CH3:26])([CH3:25])[CH3:24])[NH:11][S:12]([C:15]1[CH:20]=[CH:19][CH:18]=[C:17]([O:21][CH3:22])[CH:16]=1)(=[O:14])=[O:13])[C:2]1[CH:7]=[CH:6][CH:5]=[CH:4][CH:3]=1.C([O-])([O-])=O.[K+].[K+].I[CH2:35][CH2:36][CH:37]([CH3:39])[CH3:38].Cl. The product is [CH2:1]([O:8][C:9](=[O:27])[C@@H:10]([C:23]([CH3:24])([CH3:26])[CH3:25])[N:11]([CH2:35][CH2:36][CH:37]([CH3:39])[CH3:38])[S:12]([C:15]1[CH:20]=[CH:19][CH:18]=[C:17]([O:21][CH3:22])[CH:16]=1)(=[O:14])=[O:13])[C:2]1[CH:3]=[CH:4][CH:5]=[CH:6][CH:7]=1. The catalyst is CN(C=O)C. (2) The reactants are [CH3:1][O:2][C:3]1[CH:11]=[CH:10][C:9]([O:12][CH3:13])=[C:8]2[C:4]=1[C:5]([CH3:16])=[C:6]([CH3:15])[CH:7]2[CH3:14].N#N.C(O)(C)C.[Li]CCCC.[P:28](Cl)([CH:32]([CH3:34])[CH3:33])[CH:29]([CH3:31])[CH3:30].[H+].[B-:37](F)([F:40])([F:39])[F:38].CCOCC. The catalyst is CCOCC. The product is [CH3:13][O:12][C:9]1[C:10]([PH+:28]([CH:32]([CH3:34])[CH3:33])[CH:29]([CH3:31])[CH3:30])=[CH:11][C:3]([O:2][CH3:1])=[C:4]2[C:8]=1[C:7]([CH3:14])=[C:6]([CH3:15])[CH:5]2[CH3:16].[B:37]([F:40])([F:39])[F:38]. The yield is 0.660. (3) The reactants are [Cl:1][C:2]1[CH:3]=[CH:4][C:5]([CH:8]([OH:15])C2C=CC=CC=2)=[N:6][CH:7]=1.Cl[C:17]1[CH:22]=[CH:21][N+:20]([O-:23])=[CH:19][CH:18]=1. No catalyst specified. The product is [Cl:1][C:2]1[CH:3]=[CH:4][C:5]([CH2:8][O:15][C:17]2[CH:22]=[CH:21][N+:20]([O-:23])=[CH:19][CH:18]=2)=[N:6][CH:7]=1. The yield is 0.400. (4) The reactants are [CH:1]([C:4]1[CH:12]=[CH:11][C:7]([C:8]([OH:10])=[O:9])=[CH:6][CH:5]=1)([CH3:3])[CH3:2].[OH-].[K+].[Mn]([O-])(=O)(=O)=[O:16].[K+].C(O)CO. The catalyst is O. The product is [OH:16][C:1]([C:4]1[CH:12]=[CH:11][C:7]([C:8]([OH:10])=[O:9])=[CH:6][CH:5]=1)([CH3:3])[CH3:2]. The yield is 0.930. (5) The reactants are [F:1][C:2]1[CH:7]=[C:6]([C:8]([CH3:10])=[CH2:9])[CH:5]=[CH:4][C:3]=1[C@@H:11]([NH:13][S@@:14]([C:16]([CH3:19])([CH3:18])[CH3:17])=[O:15])[CH3:12].[H][H]. The catalyst is [Pd].CO. The product is [F:1][C:2]1[CH:7]=[C:6]([CH:8]([CH3:9])[CH3:10])[CH:5]=[CH:4][C:3]=1[C@@H:11]([NH:13][S@@:14]([C:16]([CH3:19])([CH3:18])[CH3:17])=[O:15])[CH3:12]. The yield is 0.730. (6) The product is [Cl:2][C:3]1[CH:4]=[C:5]([NH:10][C:11]([N:13]2[CH2:18][CH2:17][N:16]([C:52]([CH:48]3[CH2:49][CH2:50][CH2:51][N:46]([C:44]([O:43][C:39]([CH3:42])([CH3:41])[CH3:40])=[O:45])[CH2:47]3)=[O:53])[CH2:15][CH2:14]2)=[O:12])[CH:6]=[CH:7][C:8]=1[Cl:9]. The catalyst is ClCCl. The yield is 0.990. The reactants are Cl.[Cl:2][C:3]1[CH:4]=[C:5]([NH:10][C:11]([N:13]2[CH2:18][CH2:17][NH:16][CH2:15][CH2:14]2)=[O:12])[CH:6]=[CH:7][C:8]=1[Cl:9].C(N(CC)C(C)C)(C)C.CN(C)CCCN=C=NCC.[C:39]([O:43][C:44]([N:46]1[CH2:51][CH2:50][CH2:49][CH:48]([C:52](O)=[O:53])[CH2:47]1)=[O:45])([CH3:42])([CH3:41])[CH3:40].ON1C2C=CC=CC=2N=N1. (7) The reactants are Cl[C:2]1[N:10]=[C:9]([Cl:11])[C:8]([Cl:12])=[CH:7][C:3]=1[C:4]([NH2:6])=[O:5].[OH:13][CH2:14][CH2:15][CH2:16][C:17]1([OH:20])[CH2:19][CH2:18]1.C(O[K])(C)(C)C.O. The catalyst is CN(C=O)C. The product is [Cl:12][C:8]1[C:9]([Cl:11])=[N:10][C:2]([O:13][CH2:14][CH2:15][CH2:16][C:17]2([OH:20])[CH2:19][CH2:18]2)=[C:3]([CH:7]=1)[C:4]([NH2:6])=[O:5]. The yield is 0.730. (8) The reactants are C[O:2][C:3]1[C:4]([CH3:33])=[C:5]([C:24]([O:31]C)=[C:25]([O:29][CH3:30])[C:26]=1[O:27][CH3:28])[CH2:6][C:7]1[CH:8]=[CH:9][C:10]([C:16]2[CH:21]=[CH:20][C:19]([O:22][CH3:23])=[CH:18][CH:17]=2)=[C:11]([CH:15]=1)[C:12]([OH:14])=[O:13].O=[N+]([O-])[O-].[O-][N+](=O)[O-].[O-][N+](=O)[O-].[O-][N+](=O)[O-].[O-][N+](=O)[O-].[O-][N+](=O)[O-].[Ce+4].[NH4+].[NH4+]. The catalyst is C(#N)C.O. The product is [CH3:28][O:27][C:26]1[C:3](=[O:2])[C:4]([CH3:33])=[C:5]([CH2:6][C:7]2[CH:8]=[CH:9][C:10]([C:16]3[CH:17]=[CH:18][C:19]([O:22][CH3:23])=[CH:20][CH:21]=3)=[C:11]([CH:15]=2)[C:12]([OH:14])=[O:13])[C:24](=[O:31])[C:25]=1[O:29][CH3:30]. The yield is 0.630. (9) The reactants are COC1C=C(OC)C=CC=1C[N:6]([C:30]1[CH:35]=[CH:34][N:33]=[CH:32][N:31]=1)[S:7]([C:10]1[CH:15]=[C:14]([F:16])[C:13]([O:17][C@@H:18]2[CH2:22][CH2:21][CH2:20][C@H:19]2[C:23]2[N:27]([CH3:28])[N:26]=[CH:25][CH:24]=2)=[CH:12][C:11]=1[F:29])(=[O:9])=[O:8].C([SiH](CC)CC)C.FC(F)(F)C(O)=O. The catalyst is ClCCl. The product is [F:29][C:11]1[CH:12]=[C:13]([O:17][C@@H:18]2[CH2:22][CH2:21][CH2:20][C@H:19]2[C:23]2[N:27]([CH3:28])[N:26]=[CH:25][CH:24]=2)[C:14]([F:16])=[CH:15][C:10]=1[S:7]([NH:6][C:30]1[CH:35]=[CH:34][N:33]=[CH:32][N:31]=1)(=[O:8])=[O:9]. The yield is 0.740. (10) The reactants are [O:1]1[C:5]([C:6]2[CH:14]=[CH:13][C:9]([C:10]([NH2:12])=O)=[CH:8][CH:7]=2)=[CH:4][N:3]=[CH:2]1.B.C1COCC1. The catalyst is C1COCC1. The product is [O:1]1[C:5]([C:6]2[CH:7]=[CH:8][C:9]([CH2:10][NH2:12])=[CH:13][CH:14]=2)=[CH:4][N:3]=[CH:2]1. The yield is 0.320.